This data is from Catalyst prediction with 721,799 reactions and 888 catalyst types from USPTO. The task is: Predict which catalyst facilitates the given reaction. (1) Reactant: Cl.Cl.[CH3:3][C@@H:4]1[CH2:8][CH2:7][CH2:6][N:5]1[CH2:9][CH2:10][CH2:11][O:12][C:13]1[CH:25]=[CH:24][C:16]([O:17][CH:18]2[CH2:23][CH2:22][NH:21][CH2:20][CH2:19]2)=[CH:15][CH:14]=1.[Cl:26]CCl.[C:29](Cl)(=[O:31])[CH3:30]. Product: [ClH:26].[CH3:3][C@@H:4]1[CH2:8][CH2:7][CH2:6][N:5]1[CH2:9][CH2:10][CH2:11][O:12][C:13]1[CH:25]=[CH:24][C:16]([O:17][CH:18]2[CH2:19][CH2:20][N:21]([C:29](=[O:31])[CH3:30])[CH2:22][CH2:23]2)=[CH:15][CH:14]=1. The catalyst class is: 66. (2) Reactant: [CH3:1][C:2]([C:5]1[CH:6]=[C:7]([S:16][C:17]([S:20][C:21]2[CH:26]=[C:25]([C:27]([CH3:30])([CH3:29])[CH3:28])[C:24]([OH:31])=[C:23]([C:32]([CH3:35])([CH3:34])[CH3:33])[CH:22]=2)([CH3:19])[CH3:18])[CH:8]=[C:9]([C:12]([CH3:15])([CH3:14])[CH3:13])[C:10]=1[OH:11])([CH3:4])[CH3:3].C1(P(C2C=CC=CC=2)C2C=CC=CC=2)C=CC=CC=1.N(C(OCC)=O)=NC(OCC)=O.[CH2:67]([O:69][CH:70]1[O:74][C@@H:73]([CH2:75]O)[C@H:72]([CH2:77][OH:78])[O:71]1)[CH3:68]. Product: [C:12]([C:9]1[CH:8]=[C:7]([S:16][C:17]([S:20][C:21]2[CH:22]=[C:23]([C:32]([CH3:35])([CH3:34])[CH3:33])[C:24]([O:31][CH2:75][C@H:73]3[C@H:72]([CH2:77][OH:78])[O:71][CH:70]([O:69][CH2:67][CH3:68])[O:74]3)=[C:25]([C:27]([CH3:30])([CH3:29])[CH3:28])[CH:26]=2)([CH3:18])[CH3:19])[CH:6]=[C:5]([C:2]([CH3:1])([CH3:3])[CH3:4])[C:10]=1[OH:11])([CH3:13])([CH3:14])[CH3:15]. The catalyst class is: 1. (3) Reactant: [C:1]1([C:10]2[CH:15]=[CH:14][CH:13]=[CH:12][CH:11]=2)[C:2]([C:7]([OH:9])=O)=[CH:3][CH:4]=[CH:5][CH:6]=1.C1CN([P+](ON2N=NC3C=CC=CC2=3)(N2CCCC2)N2CCCC2)CC1.F[P-](F)(F)(F)(F)F.CCN(C(C)C)C(C)C.[C:58]([NH:65][CH2:66][CH:67]1[CH2:70][CH2:69][NH:68]1)([O:60][C:61]([CH3:64])([CH3:63])[CH3:62])=[O:59]. Product: [C:61]([O:60][C:58](=[O:59])[NH:65][CH2:66][CH:67]1[CH2:70][CH2:69][N:68]1[C:7]([C:2]1[C:1]([C:10]2[CH:15]=[CH:14][CH:13]=[CH:12][CH:11]=2)=[CH:6][CH:5]=[CH:4][CH:3]=1)=[O:9])([CH3:64])([CH3:62])[CH3:63]. The catalyst class is: 499. (4) Reactant: [Cl:1][C:2]1[S:9][C:8]2[CH:7]=[C:6]([C:10]([O:12]C)=[O:11])[NH:5][C:4]=2[C:3]=1[Cl:14].[OH-].[Li+]. Product: [C:10]([C:6]1[NH:5][C:4]2[C:3]([Cl:14])=[C:2]([Cl:1])[S:9][C:8]=2[CH:7]=1)([OH:12])=[O:11]. The catalyst class is: 5. (5) Reactant: [C:1]([O:5][C:6]([CH2:8][CH2:9][NH:10][CH:11]([CH3:16])[C:12]([O:14]C)=[O:13])=[O:7])([CH3:4])([CH3:3])[CH3:2].[OH-].[K+]. Product: [C:1]([O:5][C:6]([CH2:8][CH2:9][NH:10][CH:11]([CH3:16])[C:12]([OH:14])=[O:13])=[O:7])([CH3:4])([CH3:2])[CH3:3]. The catalyst class is: 24. (6) Reactant: [F:1][C:2]1[CH:26]=[CH:25][CH:24]=[CH:23][C:3]=1[CH2:4][N:5]1[C:9]2=[N:10][CH:11]=[CH:12][CH:13]=[C:8]2[C:7]([O:14]CC2C=CC=CC=2F)=[N:6]1.Br.O.C([O-])(O)=O.[Na+]. Product: [F:1][C:2]1[CH:26]=[CH:25][CH:24]=[CH:23][C:3]=1[CH2:4][N:5]1[C:9]2=[N:10][CH:11]=[CH:12][CH:13]=[C:8]2[C:7]([OH:14])=[N:6]1. The catalyst class is: 15. (7) Reactant: [N+:1]([C:4]1[CH:5]=[C:6]2[C:10](=[CH:11][CH:12]=1)[NH:9][CH:8]=[CH:7]2)([O-:3])=[O:2].[C:13]1(=[O:19])[CH2:18][CH2:17][CH2:16][CH:15]=[CH:14]1. Product: [N+:1]([C:4]1[CH:5]=[C:6]2[C:10](=[CH:11][CH:12]=1)[NH:9][CH:8]=[C:7]2[CH:15]1[CH2:16][CH2:17][CH2:18][C:13](=[O:19])[CH2:14]1)([O-:3])=[O:2]. The catalyst class is: 23. (8) Reactant: Br[CH:2]([CH2:6][CH3:7])[C:3]([OH:5])=[O:4].C[Si](Cl)(C)C.[CH:13]1([NH:19][C:20](=[O:43])[CH2:21][S:22][C:23]2[N:24]([C:37]3[CH:42]=[CH:41][CH:40]=[CH:39][CH:38]=3)[C:25](=[O:36])[C:26]3[NH:27][C:28]4[CH:29]=[CH:30][CH:31]=[CH:32][C:33]=4[C:34]=3[N:35]=2)[CH2:18][CH2:17][CH2:16][CH2:15][CH2:14]1.[H-].[Na+].[CH3:46]I. Product: [CH:13]1([NH:19][C:20](=[O:43])[CH2:21][S:22][C:23]2[N:24]([C:37]3[CH:42]=[CH:41][CH:40]=[CH:39][CH:38]=3)[C:25](=[O:36])[C:26]3[N:27]([CH2:7][CH2:6][CH2:2][C:3]([O:5][CH3:46])=[O:4])[C:28]4[CH:29]=[CH:30][CH:31]=[CH:32][C:33]=4[C:34]=3[N:35]=2)[CH2:18][CH2:17][CH2:16][CH2:15][CH2:14]1. The catalyst class is: 475. (9) Reactant: [Cl:1][C:2]1[CH:3]=[C:4]([C:10]([CH2:37][N+:38]([O-])=O)([C:33]([F:36])([F:35])[F:34])[CH2:11][C:12]([C:14]2[CH:15]=[C:16]3[C:20](=[CH:21][CH:22]=2)[C:19]2([CH2:25][N:24]([C:26]([O:28][C:29]([CH3:32])([CH3:31])[CH3:30])=[O:27])[CH2:23]2)[O:18][CH2:17]3)=O)[CH:5]=[C:6]([Cl:9])[C:7]=1[F:8]. Product: [Cl:9][C:6]1[CH:5]=[C:4]([C:10]2([C:33]([F:34])([F:36])[F:35])[CH2:11][C:12]([C:14]3[CH:15]=[C:16]4[C:20](=[CH:21][CH:22]=3)[C:19]3([CH2:23][N:24]([C:26]([O:28][C:29]([CH3:31])([CH3:30])[CH3:32])=[O:27])[CH2:25]3)[O:18][CH2:17]4)=[N:38][CH2:37]2)[CH:3]=[C:2]([Cl:1])[C:7]=1[F:8]. The catalyst class is: 8. (10) Reactant: C([O:3][C:4]([CH:6]1[CH2:11][CH2:10][N:9]([C:12]2[N:17]=[C:16]([N:18]3[CH2:22][C@@H:21]([N:23]([CH2:37][C:38]4[CH:43]=[C:42]([C:44]([F:47])([F:46])[F:45])[CH:41]=[C:40]([C:48]([F:51])([F:50])[F:49])[CH:39]=4)[C:24]4[N:29]=[CH:28][C:27]([N:30]5[CH2:34][CH2:33][N:32]([CH3:35])[C:31]5=[O:36])=[CH:26][N:25]=4)[CH2:20][C@H:19]3[CH2:52][CH3:53])[C:15]([Cl:54])=[CH:14][N:13]=2)[CH2:8][CH2:7]1)=[O:5])C.[OH-].[Na+].Cl. Product: [F:47][C:44]([F:45])([F:46])[C:42]1[CH:43]=[C:38]([CH:39]=[C:40]([C:48]([F:49])([F:50])[F:51])[CH:41]=1)[CH2:37][N:23]([C:24]1[N:25]=[CH:26][C:27]([N:30]2[CH2:34][CH2:33][N:32]([CH3:35])[C:31]2=[O:36])=[CH:28][N:29]=1)[C@@H:21]1[CH2:22][N:18]([C:16]2[C:15]([Cl:54])=[CH:14][N:13]=[C:12]([N:9]3[CH2:10][CH2:11][CH:6]([C:4]([OH:5])=[O:3])[CH2:7][CH2:8]3)[N:17]=2)[C@H:19]([CH2:52][CH3:53])[CH2:20]1. The catalyst class is: 14.